This data is from Forward reaction prediction with 1.9M reactions from USPTO patents (1976-2016). The task is: Predict the product of the given reaction. (1) Given the reactants C(O)C(N)(CO)C[OH:4].Cl.[NH2:10][C:11]1[N:19]=[C:18]2[C:14]([N:15]=[CH:16][N:17]2[C@@H:20]2[O:25][C@:24]([C:28]#[CH:29])([CH2:26][OH:27])[C@@H:22]([OH:23])[CH2:21]2)=[C:13](N)[N:12]=1.[C@@H]1(N2C3N=CN=C(N)C=3N=C2)O[C@H](CO)[C@@H](O)[C@H]1O, predict the reaction product. The product is: [C:28]([C@:24]1([CH2:26][OH:27])[O:25][C@@H:20]([N:17]2[C:18]3[N:19]=[C:11]([NH2:10])[NH:12][C:13](=[O:4])[C:14]=3[N:15]=[CH:16]2)[CH2:21][C@@H:22]1[OH:23])#[CH:29]. (2) Given the reactants [CH3:1][S:2]([O:5][CH:6]([CH3:41])[CH2:7][N:8]([CH2:33][CH:34]([O:36][S:37]([CH3:40])(=[O:39])=[O:38])[CH3:35])[C:9]1[C:14]([C:15]([NH:17][CH2:18][CH2:19][O:20]C2CCCCO2)=[O:16])=[CH:13][C:12]([N+:27]([O-:29])=[O:28])=[CH:11][C:10]=1[N+:30]([O-:32])=[O:31])(=[O:4])=[O:3].Cl, predict the reaction product. The product is: [CH3:40][S:37]([O:36][CH:34]([CH3:35])[CH2:33][N:8]([CH2:7][CH:6]([O:5][S:2]([CH3:1])(=[O:3])=[O:4])[CH3:41])[C:9]1[C:10]([N+:30]([O-:32])=[O:31])=[CH:11][C:12]([N+:27]([O-:29])=[O:28])=[CH:13][C:14]=1[C:15]([NH:17][CH2:18][CH2:19][OH:20])=[O:16])(=[O:39])=[O:38].